The task is: Predict which catalyst facilitates the given reaction.. This data is from Catalyst prediction with 721,799 reactions and 888 catalyst types from USPTO. (1) Reactant: [C:1]1([C:7]2[CH:12]=[CH:11][CH:10]=[CH:9][C:8]=2[OH:13])[CH:6]=[CH:5][CH:4]=[CH:3][CH:2]=1.C1(P(C2C=CC=CC=2)C2C=CC=CC=2)C=CC=CC=1.CC(OC(/N=N/C(OC(C)C)=O)=O)C.[N:47]1[CH:52]=[CH:51][CH:50]=[C:49]([C:53]2[N:54]=[N:55][N:56]([CH2:58][C:59]3[CH:64]=[CH:63][C:62]([CH2:65][CH2:66]O)=[CH:61][CH:60]=3)[CH:57]=2)[CH:48]=1. Product: [C:7]1([C:1]2[CH:2]=[CH:3][CH:4]=[CH:5][CH:6]=2)[CH:12]=[CH:11][CH:10]=[CH:9][C:8]=1[O:13][CH2:66][CH2:65][C:62]1[CH:61]=[CH:60][C:59]([CH2:58][N:56]2[CH:57]=[C:53]([C:49]3[CH:48]=[N:47][CH:52]=[CH:51][CH:50]=3)[N:54]=[N:55]2)=[CH:64][CH:63]=1. The catalyst class is: 1. (2) Reactant: [CH3:1][N:2]1[C@@H:19]2[CH2:20][C:7]3[CH:8]=[CH:9][C:10]([O:22][CH3:23])=[C:11]4[O:12][C@H:13]5[C:14]([CH2:16][CH2:17][C@:18]2([OH:21])[C@:5]5([C:6]=34)[CH2:4][CH2:3]1)=[O:15].Cl.C([O-])(O)=O.[Na+]. Product: [CH3:1][N:2]1[C@@H:19]2[CH2:20][C:7]3[CH:8]=[CH:9][C:10]([O:22][CH3:23])=[C:11]4[O:12][C@H:13]5[C:14]([CH2:16][CH2:17][C@:18]2([OH:21])[C@:5]5([C:6]=34)[CH2:4][CH2:3]1)=[O:15]. The catalyst class is: 6. (3) The catalyst class is: 5. Product: [CH:1]1([S:4]([C:7]2[CH:12]=[CH:11][C:10]([CH2:13][C:14]([O:16][CH2:17][CH3:18])=[O:15])=[CH:9][CH:8]=2)(=[O:6])=[O:5])[CH2:2][CH2:3]1. Reactant: [CH:1]1([S:4]([C:7]2[CH:12]=[CH:11][C:10]([C:13](=O)[C:14]([O:16][CH2:17][CH3:18])=[O:15])=[CH:9][CH:8]=2)(=[O:6])=[O:5])[CH2:3][CH2:2]1.O1CCCC1.[OH-].[Na+].Cl. (4) Reactant: [C:1]([O:5][C:6]([NH:8][CH:9]([C:11]1[C:20]([C:21]2[CH:26]=[CH:25][CH:24]=[CH:23][CH:22]=2)=[C:19]([C:27]([OH:29])=O)[C:18]2[C:13](=[CH:14][CH:15]=[CH:16][N:17]=2)[N:12]=1)[CH3:10])=[O:7])([CH3:4])([CH3:3])[CH3:2].C1C[N:33]([P+](ON2N=NC3C=CC=CC2=3)(N2CCCC2)N2CCCC2)[CH2:32]C1.F[P-](F)(F)(F)(F)F.CN.C(N(C(C)C)C(C)C)C. Product: [CH3:32][NH:33][C:27]([C:19]1[C:18]2[C:13](=[CH:14][CH:15]=[CH:16][N:17]=2)[N:12]=[C:11]([CH:9]([NH:8][C:6](=[O:7])[O:5][C:1]([CH3:2])([CH3:4])[CH3:3])[CH3:10])[C:20]=1[C:21]1[CH:22]=[CH:23][CH:24]=[CH:25][CH:26]=1)=[O:29]. The catalyst class is: 3. (5) Reactant: [N:1]([CH2:4][C:5]([N:7]([CH2:13][C:14]1[CH:19]=[CH:18][CH:17]=[CH:16][CH:15]=1)[C@H:8]([CH:10]1[CH2:12][CH2:11]1)[CH3:9])=[O:6])=[N+]=[N-].C1C=CC(P(C2C=CC=CC=2)C2C=CC=CC=2)=CC=1. Product: [NH2:1][CH2:4][C:5]([N:7]([CH2:13][C:14]1[CH:15]=[CH:16][CH:17]=[CH:18][CH:19]=1)[C@H:8]([CH:10]1[CH2:12][CH2:11]1)[CH3:9])=[O:6]. The catalyst class is: 20.